From a dataset of Catalyst prediction with 721,799 reactions and 888 catalyst types from USPTO. Predict which catalyst facilitates the given reaction. Reactant: [CH2:1]([O:4][C:5]1[C:6]([N+:22]([O-])=O)=[C:7]([NH:13][C:14]2[CH:19]=[CH:18][C:17]([Br:20])=[CH:16][C:15]=2[F:21])[C:8]([F:12])=[C:9]([F:11])[CH:10]=1)[CH:2]=[CH2:3].[O-]S(S([O-])=O)=O.[Na+].[Na+]. Product: [CH2:1]([O:4][C:5]1[CH:10]=[C:9]([F:11])[C:8]([F:12])=[C:7]([NH:13][C:14]2[CH:19]=[CH:18][C:17]([Br:20])=[CH:16][C:15]=2[F:21])[C:6]=1[NH2:22])[CH:2]=[CH2:3]. The catalyst class is: 40.